From a dataset of Forward reaction prediction with 1.9M reactions from USPTO patents (1976-2016). Predict the product of the given reaction. Given the reactants [Cl:1][C:2]1[CH:3]=[C:4]([CH:8]([CH3:11])[C:9]#[N:10])[CH:5]=[CH:6][CH:7]=1.C(O)C.Cl.O, predict the reaction product. The product is: [ClH:1].[Cl:1][C:2]1[CH:3]=[C:4]([CH:8]([CH3:11])[CH2:9][NH2:10])[CH:5]=[CH:6][CH:7]=1.